From a dataset of Reaction yield outcomes from USPTO patents with 853,638 reactions. Predict the reaction yield, written as a fraction of the theoretical maximum amount of product (1.0 means a 100% yield; for example, 0.34 means a 34% yield). (1) The reactants are [C:1]([O:5][C:6](=[O:25])[NH:7][C:8]1[CH:9]=[N:10][CH:11]=[CH:12][C:13]=1[C:14]1[CH:19]=[CH:18][CH:17]=[CH:16][C:15]=1[O:20][C:21]([F:24])([F:23])[F:22])([CH3:4])([CH3:3])[CH3:2].[H-].[Na+].Br[CH2:29][C:30]#[N:31]. The catalyst is CN(C=O)C. The product is [C:1]([O:5][C:6](=[O:25])[N:7]([CH2:29][C:30]#[N:31])[C:8]1[CH:9]=[N:10][CH:11]=[CH:12][C:13]=1[C:14]1[CH:19]=[CH:18][CH:17]=[CH:16][C:15]=1[O:20][C:21]([F:22])([F:23])[F:24])([CH3:4])([CH3:2])[CH3:3]. The yield is 0.880. (2) The reactants are Br[C:2]1[CH:3]=[C:4]2[C:9](=[CH:10][C:11]=1[CH:12]([F:14])[F:13])[NH:8][CH2:7][CH2:6][CH2:5]2.C([O-])([O-])=O.[K+].[K+].[CH3:21][N:22]1[CH:26]=[C:25](B2OC(C)(C)C(C)(C)O2)[CH:24]=[N:23]1. The catalyst is O1CCOCC1.O.C1C=CC(P(C2C=CC=CC=2)[C-]2C=CC=C2)=CC=1.C1C=CC(P(C2C=CC=CC=2)[C-]2C=CC=C2)=CC=1.Cl[Pd]Cl.[Fe+2]. The product is [F:13][CH:12]([F:14])[C:11]1[CH:10]=[C:9]2[C:4]([CH2:5][CH2:6][CH2:7][NH:8]2)=[CH:3][C:2]=1[C:25]1[CH:24]=[N:23][N:22]([CH3:21])[CH:26]=1. The yield is 0.860. (3) The reactants are [CH2:1]([C:5]1[NH:10][C:9](=[O:11])[CH:8]=[C:7]([CH2:12][CH3:13])[N:6]=1)[CH2:2][CH2:3][CH3:4].Br[CH2:15][C:16]1[CH:21]=[CH:20][C:19]([C:22]2[C:23]([C:28]#[N:29])=[CH:24][CH:25]=[CH:26][CH:27]=2)=[CH:18][CH:17]=1.C(=O)([O-])[O-].[K+].[K+]. The catalyst is C(#N)C. The product is [CH2:1]([C:5]1[N:10]([CH2:15][C:16]2[CH:17]=[CH:18][C:19]([C:22]3[C:23]([C:28]#[N:29])=[CH:24][CH:25]=[CH:26][CH:27]=3)=[CH:20][CH:21]=2)[C:9](=[O:11])[CH:8]=[C:7]([CH2:12][CH3:13])[N:6]=1)[CH2:2][CH2:3][CH3:4]. The yield is 0.250. (4) The reactants are [Cl:1][C:2]1[CH:7]=[CH:6][C:5]([C:8]2[O:12][C:11]([CH3:14])([CH3:13])[C:10](=[O:15])[CH:9]=2)=[CH:4][CH:3]=1.C1C(=O)N([Br:23])C(=O)C1. The catalyst is C(Cl)(Cl)Cl.C(Cl)Cl. The product is [Br:23][C:9]1[C:10](=[O:15])[C:11]([CH3:13])([CH3:14])[O:12][C:8]=1[C:5]1[CH:6]=[CH:7][C:2]([Cl:1])=[CH:3][CH:4]=1. The yield is 0.510. (5) The reactants are [C:1]([CH:3]=[C:4]1[CH2:7][N:6]([C@H:8]2[CH2:13][CH2:12][N:11](C(OC(C)(C)C)=O)[CH2:10][C@H:9]2[F:21])[CH2:5]1)#[N:2].[NH:22]1[CH:26]=[C:25]([C:27]2[C:28]3[CH:35]=[CH:34][N:33]([CH2:36][O:37][CH2:38][CH2:39][Si:40]([CH3:43])([CH3:42])[CH3:41])[C:29]=3[N:30]=[CH:31][N:32]=2)[CH:24]=[N:23]1.N12CCCN=C1CCCCC2. The catalyst is C(#N)C. The product is [F:21][C@H:9]1[C@@H:8]([N:6]2[CH2:5][C:4]([CH2:3][C:1]#[N:2])([N:22]3[CH:26]=[C:25]([C:27]4[C:28]5[CH:35]=[CH:34][N:33]([CH2:36][O:37][CH2:38][CH2:39][Si:40]([CH3:43])([CH3:42])[CH3:41])[C:29]=5[N:30]=[CH:31][N:32]=4)[CH:24]=[N:23]3)[CH2:7]2)[CH2:13][CH2:12][NH:11][CH2:10]1. The yield is 0.610. (6) The reactants are [CH3:1][O:2][C:3]1[CH:4]=[C:5]([CH:18]=[CH:19][CH:20]=1)[C:6]([NH:8][C:9]([CH3:17])([C:11]1[CH:16]=[CH:15][CH:14]=[CH:13][CH:12]=1)[CH3:10])=[O:7].CN(CCN(C)C)C.C([Li])(CC)C.CCCCCC.CN([CH:43]=[O:44])C. The catalyst is C1COCC1. The product is [CH3:1][O:2][C:3]1[CH:20]=[CH:19][CH:18]=[C:5]2[C:4]=1[CH:43]([OH:44])[N:8]([C:9]([CH3:17])([C:11]1[CH:12]=[CH:13][CH:14]=[CH:15][CH:16]=1)[CH3:10])[C:6]2=[O:7].[CH3:1][O:2][C:3]1[CH:4]=[C:5]2[C:18]([CH:43]([OH:44])[N:8]([C:9]([CH3:17])([C:11]3[CH:12]=[CH:13][CH:14]=[CH:15][CH:16]=3)[CH3:10])[C:6]2=[O:7])=[CH:19][CH:20]=1. The yield is 0.660. (7) The reactants are [ClH:1].C(O)C.C([N:12]1[CH2:19][C:16]2([CH2:18][CH2:17]2)[N:15]([C:20](=[O:25])[C:21]([F:24])([F:23])[F:22])[CH2:14][CH2:13]1)C1C=CC=CC=1.[H][H]. The catalyst is [C].[Pd].C(O)C. The product is [ClH:1].[F:24][C:21]([F:22])([F:23])[C:20]([N:15]1[CH2:14][CH2:13][NH:12][CH2:19][C:16]21[CH2:18][CH2:17]2)=[O:25]. The yield is 0.830. (8) The reactants are [OH:1][C:2]([C:27]1[N:32]=[CH:31][C:30]([C:33]([O:35]C)=[O:34])=[CH:29][CH:28]=1)([C:4]1[S:5][C:6]([C:9]2[CH:14]=[C:13]([NH:15][C:16]3[N:21]=[C:20]([C:22]([F:25])([F:24])[F:23])[CH:19]=[CH:18][N:17]=3)[CH:12]=[C:11]([CH3:26])[CH:10]=2)=[CH:7][N:8]=1)[CH3:3].[OH-].[Na+].Cl. The catalyst is CO.O. The product is [OH:1][C:2]([C:27]1[N:32]=[CH:31][C:30]([C:33]([OH:35])=[O:34])=[CH:29][CH:28]=1)([C:4]1[S:5][C:6]([C:9]2[CH:14]=[C:13]([NH:15][C:16]3[N:21]=[C:20]([C:22]([F:25])([F:24])[F:23])[CH:19]=[CH:18][N:17]=3)[CH:12]=[C:11]([CH3:26])[CH:10]=2)=[CH:7][N:8]=1)[CH3:3]. The yield is 0.940.